From a dataset of Forward reaction prediction with 1.9M reactions from USPTO patents (1976-2016). Predict the product of the given reaction. (1) Given the reactants [Cl:1][C:2]1[CH:7]=[C:6]([S:8][C:9]2[CH:14]=[CH:13][CH:12]=[C:11]([C:15]([F:18])([F:17])[F:16])[CH:10]=2)[CH:5]=[CH:4][C:3]=1[CH2:19][CH2:20][CH2:21][C:22]([C:27]([O:29][CH2:30][CH3:31])=[O:28])([CH3:26])C(O)=O.C1(P(N=[N+]=[N-])(C2C=CC=CC=2)=O)C=CC=CC=1.[CH3:49][O-:50].[Na+].[Cl-].[NH4+:53].[CH3:54][OH:55], predict the reaction product. The product is: [Cl:1][C:2]1[CH:7]=[C:6]([S:8][C:9]2[CH:14]=[CH:13][CH:12]=[C:11]([C:15]([F:16])([F:18])[F:17])[CH:10]=2)[CH:5]=[CH:4][C:3]=1[CH2:19][CH2:20][CH2:21][C:22]([NH:53][C:49]([O:55][CH3:54])=[O:50])([CH3:26])[C:27]([O:29][CH2:30][CH3:31])=[O:28]. (2) Given the reactants [OH:1][C@@:2]([C@@:11]1([CH3:27])[O:16][CH2:15][CH2:14][N:13](CC2C=CC(OC)=CC=2)[C:12]1=[O:26])([CH3:10])[C:3]([O:5][C:6]([CH3:9])([CH3:8])[CH3:7])=[O:4].O=[N+]([O-])[O-].[O-][N+](=O)[O-].[O-][N+](=O)[O-].[O-][N+](=O)[O-].[O-][N+](=O)[O-].[O-][N+](=O)[O-].[Ce+4].[NH4+].[NH4+].C([O-])(O)=O.[Na+], predict the reaction product. The product is: [OH:1][C@@:2]([C@@:11]1([CH3:27])[O:16][CH2:15][CH2:14][NH:13][C:12]1=[O:26])([CH3:10])[C:3]([O:5][C:6]([CH3:7])([CH3:8])[CH3:9])=[O:4].